From a dataset of Catalyst prediction with 721,799 reactions and 888 catalyst types from USPTO. Predict which catalyst facilitates the given reaction. (1) Reactant: [CH3:1][C:2]1[CH:7]=[CH:6][C:5]([NH2:8])=[C:4]([B:9]2[O:13][C:12]([CH3:15])([CH3:14])[C:11]([CH3:17])([CH3:16])[O:10]2)[CH:3]=1.[C:18](Cl)(=[O:20])[CH3:19].N1C=CC=CC=1. Product: [CH3:1][C:2]1[CH:7]=[CH:6][C:5]([NH:8][C:18](=[O:20])[CH3:19])=[C:4]([B:9]2[O:13][C:12]([CH3:15])([CH3:14])[C:11]([CH3:17])([CH3:16])[O:10]2)[CH:3]=1. The catalyst class is: 2. (2) Reactant: [H-].[Al+3].[Li+].[H-].[H-].[H-].[NH2:7][C@@H:8]([CH2:12][S:13][CH2:14][C:15]1[CH:20]=[CH:19][C:18]([F:21])=[CH:17][CH:16]=1)[C:9](O)=[O:10]. Product: [NH2:7][C@@H:8]([CH2:12][S:13][CH2:14][C:15]1[CH:16]=[CH:17][C:18]([F:21])=[CH:19][CH:20]=1)[CH2:9][OH:10]. The catalyst class is: 1.